This data is from Forward reaction prediction with 1.9M reactions from USPTO patents (1976-2016). The task is: Predict the product of the given reaction. (1) Given the reactants [CH:1]1[C:14]2[C:5](=[CH:6][C:7]3[C:12]([C:13]=2[C:15](O)=[O:16])=[CH:11][CH:10]=[CH:9][CH:8]=3)[CH:4]=[CH:3][CH:2]=1.C([N:20]([CH2:23][CH3:24])[CH2:21][CH3:22])C.Cl.C(N=[C:29]=[N:30][CH2:31][CH2:32][CH2:33]N(C)C)C.O[N:38]1[C:42]2[CH:43]=[CH:44][CH:45]=[CH:46]C=2N=N1.C([O:50][CH2:51][CH3:52])(=O)C, predict the reaction product. The product is: [CH:11]1[C:12]2[C:7](=[CH:6][C:5]3[C:14]([C:13]=2[C:15]([N:38]2[CH2:42][CH2:43][CH:44]([N:30]4[CH2:31][CH2:32][CH2:33][C:52]5([C:51](=[O:50])[N:20]([CH2:21][CH3:22])[CH2:23][CH2:24]5)[CH2:29]4)[CH2:45][CH2:46]2)=[O:16])=[CH:1][CH:2]=[CH:3][CH:4]=3)[CH:8]=[CH:9][CH:10]=1. (2) Given the reactants [N+](C1C=CC(C([O:10][CH2:11][CH2:12][CH2:13][CH2:14][C@@H:15]([O:21][N+:22]([O-:24])=[O:23])[CH2:16][O:17][N+:18]([O-:20])=[O:19])=O)=CC=1)([O-])=O.[OH-].[Na+], predict the reaction product. The product is: [N+:18]([O-:20])([O:17][CH2:16][C@H:15]([O:21][N+:22]([O-:24])=[O:23])[CH2:14][CH2:13][CH2:12][CH2:11][OH:10])=[O:19]. (3) Given the reactants I[C:2]1[CH:14]=[CH:13][C:5]([C:6]([O:8][C:9]([CH3:12])([CH3:11])[CH3:10])=[O:7])=[CH:4][CH:3]=1.C([Mg]Br)(C)C.[C:20]([C:28]([O:30][CH2:31][CH3:32])=[O:29])(=[O:27])[C:21]1[CH:26]=[CH:25][CH:24]=[CH:23][CH:22]=1, predict the reaction product. The product is: [C:9]([O:8][C:6]([C:5]1[CH:13]=[CH:14][C:2]([C:20]([OH:27])([C:21]2[CH:22]=[CH:23][CH:24]=[CH:25][CH:26]=2)[C:28]([O:30][CH2:31][CH3:32])=[O:29])=[CH:3][CH:4]=1)=[O:7])([CH3:12])([CH3:11])[CH3:10].